This data is from Catalyst prediction with 721,799 reactions and 888 catalyst types from USPTO. The task is: Predict which catalyst facilitates the given reaction. (1) Reactant: [Br:1][C:2]1[C:7]([N+:8]([O-])=O)=[CH:6][CH:5]=[CH:4][N:3]=1.[CH:11]([Mg]Br)=[CH2:12]. Product: [Br:1][C:2]1[N:3]=[CH:4][CH:5]=[C:6]2[C:7]=1[NH:8][CH:12]=[CH:11]2. The catalyst class is: 1. (2) Reactant: [OH:1][CH2:2][C:3]1[CH:8]=[CH:7][C:6]([CH2:9][C:10]([OH:12])=[O:11])=[CH:5][CH:4]=1.[Si](C=[N+]=[N-])(C)(C)[CH3:14]. Product: [OH:1][CH2:2][C:3]1[CH:8]=[CH:7][C:6]([CH2:9][C:10]([O:12][CH3:14])=[O:11])=[CH:5][CH:4]=1. The catalyst class is: 5.